Task: Predict the reaction yield, written as a fraction of the theoretical maximum amount of product (1.0 means a 100% yield; for example, 0.34 means a 34% yield).. Dataset: Reaction yield outcomes from USPTO patents with 853,638 reactions (1) The reactants are [Si]([C:8]1[O:9][C:10]2[C:30]([O:31][C:32](=[O:34])[CH3:33])=[C:29]([O:35][CH3:36])[CH:28]=[CH:27][C:11]=2[C:12]=1[C:13](=[O:26])[C:14]1[CH:19]=[C:18]([O:20][CH3:21])[C:17]([O:22][CH3:23])=[C:16]([O:24][CH3:25])[CH:15]=1)(C(C)(C)C)(C)C.[Br:37]Br. The catalyst is ClCCCl. The product is [Br:37][C:8]1[O:9][C:10]2[C:30]([O:31][C:32](=[O:34])[CH3:33])=[C:29]([O:35][CH3:36])[CH:28]=[CH:27][C:11]=2[C:12]=1[C:13](=[O:26])[C:14]1[CH:19]=[C:18]([O:20][CH3:21])[C:17]([O:22][CH3:23])=[C:16]([O:24][CH3:25])[CH:15]=1. The yield is 0.810. (2) The yield is 0.410. The reactants are Br[C:2]1[CH:7]=[CH:6][C:5]([Br:8])=[CH:4][N:3]=1.[OH:9][CH:10]1[CH2:15][CH2:14][NH:13][CH2:12][CH2:11]1.C([O-])([O-])=O.[K+].[K+]. The catalyst is C(O)C. The product is [Br:8][C:5]1[CH:6]=[CH:7][C:2]([N:13]2[CH2:14][CH2:15][CH:10]([OH:9])[CH2:11][CH2:12]2)=[N:3][CH:4]=1. (3) The reactants are C[O:2][C:3]1[CH:4]=[C:5]2[C:9](=[CH:10][CH:11]=1)[CH2:8][CH:7]([NH:12][S:13]([C:16]1[CH:21]=[C:20]([S:22]([C:25]3[CH:30]=[CH:29][CH:28]=[CH:27][CH:26]=3)(=[O:24])=[O:23])[CH:19]=[CH:18][C:17]=1[C:31]([F:34])([F:33])[F:32])(=[O:15])=[O:14])[CH2:6]2.B(Br)(Br)Br. The catalyst is ClCCl. The product is [OH:2][C:3]1[CH:4]=[C:5]2[C:9](=[CH:10][CH:11]=1)[CH2:8][CH:7]([NH:12][S:13]([C:16]1[CH:21]=[C:20]([S:22]([C:25]3[CH:30]=[CH:29][CH:28]=[CH:27][CH:26]=3)(=[O:24])=[O:23])[CH:19]=[CH:18][C:17]=1[C:31]([F:34])([F:33])[F:32])(=[O:14])=[O:15])[CH2:6]2. The yield is 0.910.